The task is: Regression. Given a peptide amino acid sequence and an MHC pseudo amino acid sequence, predict their binding affinity value. This is MHC class II binding data.. This data is from Peptide-MHC class II binding affinity with 134,281 pairs from IEDB. (1) The peptide sequence is LERYIYNREERVRFD. The MHC is DRB1_1201 with pseudo-sequence DRB1_1201. The binding affinity (normalized) is 0.492. (2) The peptide sequence is NVKCKTPTQLAETID. The MHC is H-2-IAb with pseudo-sequence H-2-IAb. The binding affinity (normalized) is 0.115. (3) The peptide sequence is LQIIDKIDAAFKVAA. The MHC is DRB1_0701 with pseudo-sequence DRB1_0701. The binding affinity (normalized) is 0.582. (4) The peptide sequence is TSLCFSESIPTPSNR. The MHC is DRB4_0101 with pseudo-sequence DRB4_0103. The binding affinity (normalized) is 0.303. (5) The peptide sequence is ITEADLDDEQEILNY. The MHC is HLA-DQA10201-DQB10303 with pseudo-sequence HLA-DQA10201-DQB10303. The binding affinity (normalized) is 0. (6) The peptide sequence is LCHICWKPLPTSITV. The MHC is DRB1_0405 with pseudo-sequence DRB1_0405. The binding affinity (normalized) is 0.858.